This data is from NCI-60 drug combinations with 297,098 pairs across 59 cell lines. The task is: Regression. Given two drug SMILES strings and cell line genomic features, predict the synergy score measuring deviation from expected non-interaction effect. (1) Drug 1: CC1=C2C(C(=O)C3(C(CC4C(C3C(C(C2(C)C)(CC1OC(=O)C(C(C5=CC=CC=C5)NC(=O)C6=CC=CC=C6)O)O)OC(=O)C7=CC=CC=C7)(CO4)OC(=O)C)O)C)OC(=O)C. Drug 2: CC(C)(C#N)C1=CC=C(C=C1)N2C3=C4C=C(C=CC4=NC=C3N(C2=O)C)C5=CC6=CC=CC=C6N=C5. Cell line: OVCAR3. Synergy scores: CSS=75.2, Synergy_ZIP=-2.76, Synergy_Bliss=-5.05, Synergy_Loewe=-2.08, Synergy_HSA=1.24. (2) Drug 1: CC1=C(C=C(C=C1)NC2=NC=CC(=N2)N(C)C3=CC4=NN(C(=C4C=C3)C)C)S(=O)(=O)N.Cl. Drug 2: C1CCC(C(C1)N)N.C(=O)(C(=O)[O-])[O-].[Pt+4]. Cell line: M14. Synergy scores: CSS=3.98, Synergy_ZIP=1.44, Synergy_Bliss=5.47, Synergy_Loewe=1.09, Synergy_HSA=2.16. (3) Drug 1: C1CN1C2=NC(=NC(=N2)N3CC3)N4CC4. Drug 2: CC1=C(C(=O)C2=C(C1=O)N3CC4C(C3(C2COC(=O)N)OC)N4)N. Cell line: DU-145. Synergy scores: CSS=76.6, Synergy_ZIP=4.26, Synergy_Bliss=3.71, Synergy_Loewe=5.19, Synergy_HSA=8.70. (4) Drug 1: CC1CCC2CC(C(=CC=CC=CC(CC(C(=O)C(C(C(=CC(C(=O)CC(OC(=O)C3CCCCN3C(=O)C(=O)C1(O2)O)C(C)CC4CCC(C(C4)OC)OCCO)C)C)O)OC)C)C)C)OC. Drug 2: C(CC(=O)O)C(=O)CN.Cl. Cell line: NCIH23. Synergy scores: CSS=10.8, Synergy_ZIP=-4.74, Synergy_Bliss=-4.00, Synergy_Loewe=-1.62, Synergy_HSA=-1.83. (5) Cell line: NCI-H460. Synergy scores: CSS=22.2, Synergy_ZIP=-7.57, Synergy_Bliss=-3.84, Synergy_Loewe=-12.2, Synergy_HSA=-0.555. Drug 1: C1CC(=O)NC(=O)C1N2CC3=C(C2=O)C=CC=C3N. Drug 2: COC1=C(C=C2C(=C1)N=CN=C2NC3=CC(=C(C=C3)F)Cl)OCCCN4CCOCC4.